From a dataset of Catalyst prediction with 721,799 reactions and 888 catalyst types from USPTO. Predict which catalyst facilitates the given reaction. (1) Reactant: C1(C[N:8]2[CH2:13][CH2:12][CH:11]([C:14]3[CH:19]=[CH:18][C:17]([NH:20][C:21]([C:23]4[C:24]([C:29]5[CH:34]=[CH:33][C:32]([C:35]([F:38])([F:37])[F:36])=[CH:31][CH:30]=5)=[CH:25][CH:26]=[CH:27][CH:28]=4)=[O:22])=[CH:16][CH:15]=3)[CH2:10][CH2:9]2)C=CC=CC=1.[H][H]. Product: [NH:8]1[CH2:13][CH2:12][CH:11]([C:14]2[CH:19]=[CH:18][C:17]([NH:20][C:21]([C:23]3[C:24]([C:29]4[CH:30]=[CH:31][C:32]([C:35]([F:36])([F:37])[F:38])=[CH:33][CH:34]=4)=[CH:25][CH:26]=[CH:27][CH:28]=3)=[O:22])=[CH:16][CH:15]=2)[CH2:10][CH2:9]1. The catalyst class is: 19. (2) Reactant: [H-].[Al+3].[Li+].[H-].[H-].[H-].[N:7]1([C:13]2[CH:18]=[CH:17][C:16]([CH2:19][C:20](OC)=[O:21])=[C:15]([CH3:24])[CH:14]=2)[CH2:12][CH2:11][CH2:10][CH2:9][CH2:8]1.O.[OH-].[Na+]. Product: [N:7]1([C:13]2[CH:18]=[CH:17][C:16]([CH2:19][CH2:20][OH:21])=[C:15]([CH3:24])[CH:14]=2)[CH2:12][CH2:11][CH2:10][CH2:9][CH2:8]1. The catalyst class is: 7.